Dataset: Full USPTO retrosynthesis dataset with 1.9M reactions from patents (1976-2016). Task: Predict the reactants needed to synthesize the given product. (1) Given the product [CH3:11][C:6]1([CH3:12])[C@@H:7]2[CH2:8][C:9]3[C:4]([C@H:5]12)=[C:2]([CH3:3])[S:16][C:15]=3[C:13]#[N:14], predict the reactants needed to synthesize it. The reactants are: Cl/[C:2](=[C:4]1\[C@H:5]2[C@@H:7]([CH2:8][C:9]\1=O)[C:6]2([CH3:12])[CH3:11])/[CH3:3].[C:13]([CH2:15][S:16]C(=O)C)#[N:14]. (2) Given the product [F:29][C:24]1[C:23]([O:22][C:16]2[CH:17]=[CH:18][CH:19]=[CH:20][CH:21]=2)=[CH:28][CH:27]=[CH:26][C:25]=1[CH:32]=[O:33], predict the reactants needed to synthesize it. The reactants are: CC1(C)CCCC(C)(C)N1.C([Li])CCC.[C:16]1([O:22][C:23]2[CH:28]=[CH:27][CH:26]=[CH:25][C:24]=2[F:29])[CH:21]=[CH:20][CH:19]=[CH:18][CH:17]=1.CN(C)[CH:32]=[O:33]. (3) Given the product [ClH:23].[CH3:1][S:2]([O:5][CH:6]1[CH2:9][NH:8][CH2:7]1)(=[O:4])=[O:3], predict the reactants needed to synthesize it. The reactants are: [CH3:1][S:2]([O:5][CH:6]1[CH2:9][N:8](C(C2C=CC=CC=2)C2C=CC=CC=2)[CH2:7]1)(=[O:4])=[O:3].[Cl:23]CCOC(Cl)=O. (4) Given the product [Cl:24][C:25]1[CH:33]=[CH:32][C:28]([C:29]([NH:31][C:20]([C:9]2[C:8]([CH3:23])=[C:7]([C:5]3[S:6][C:2]([Cl:1])=[CH:3][CH:4]=3)[N:11]([C:12]3[CH:17]=[CH:16][C:15]([Cl:18])=[CH:14][C:13]=3[Cl:19])[N:10]=2)=[O:21])=[O:30])=[CH:27][CH:26]=1, predict the reactants needed to synthesize it. The reactants are: [Cl:1][C:2]1[S:6][C:5]([C:7]2[N:11]([C:12]3[CH:17]=[CH:16][C:15]([Cl:18])=[CH:14][C:13]=3[Cl:19])[N:10]=[C:9]([C:20](Cl)=[O:21])[C:8]=2[CH3:23])=[CH:4][CH:3]=1.[Cl:24][C:25]1[CH:33]=[CH:32][C:28]([C:29]([NH2:31])=[O:30])=[CH:27][CH:26]=1.C[Si]([N-][Si](C)(C)C)(C)C.[Li+]. (5) Given the product [F:15][C:16]1[CH:22]=[C:21]([C:23]([F:25])([F:26])[F:24])[CH:20]=[CH:19][C:17]=1[NH:18][C:2]1[C:11]2[C:6](=[C:7]([N+:12]([O-:14])=[O:13])[CH:8]=[CH:9][CH:10]=2)[CH:5]=[CH:4][N:3]=1, predict the reactants needed to synthesize it. The reactants are: Cl[C:2]1[C:11]2[C:6](=[C:7]([N+:12]([O-:14])=[O:13])[CH:8]=[CH:9][CH:10]=2)[CH:5]=[CH:4][N:3]=1.[F:15][C:16]1[CH:22]=[C:21]([C:23]([F:26])([F:25])[F:24])[CH:20]=[CH:19][C:17]=1[NH2:18]. (6) Given the product [F:1][C:2]1[CH:7]=[C:6]([F:8])[C:5]([F:9])=[CH:4][C:3]=1[NH:10][C:11]1[O:39][C:15]([C:16]([NH:18][C:19]2[CH:20]=[CH:21][C:22]([O:25][CH:26]3[CH2:31][CH2:30][CH:29]([C:32]([O:34][C:35]([CH3:38])([CH3:37])[CH3:36])=[O:33])[CH2:28][CH2:27]3)=[N:23][CH:24]=2)=[O:17])=[N:13][N:14]=1, predict the reactants needed to synthesize it. The reactants are: [F:1][C:2]1[CH:7]=[C:6]([F:8])[C:5]([F:9])=[CH:4][C:3]=1[N:10]=[C:11]=S.[NH:13]([C:15](=[O:39])[C:16]([NH:18][C:19]1[CH:20]=[CH:21][C:22]([O:25][CH:26]2[CH2:31][CH2:30][CH:29]([C:32]([O:34][C:35]([CH3:38])([CH3:37])[CH3:36])=[O:33])[CH2:28][CH2:27]2)=[N:23][CH:24]=1)=[O:17])[NH2:14].Cl.CN(C)CCCN=C=NCC. (7) Given the product [Cl:18][C:19]1[CH:24]=[CH:23][C:22]([CH2:25][CH2:26][O:17][C:14]2[CH:13]=[CH:12][C:11]([CH:4]([O:3][CH2:1][CH3:2])[CH2:5][C:6]([O:8][CH2:9][CH3:10])=[O:7])=[CH:16][CH:15]=2)=[CH:21][CH:20]=1, predict the reactants needed to synthesize it. The reactants are: [CH2:1]([O:3][CH:4]([C:11]1[CH:16]=[CH:15][C:14]([OH:17])=[CH:13][CH:12]=1)[CH2:5][C:6]([O:8][CH2:9][CH3:10])=[O:7])[CH3:2].[Cl:18][C:19]1[CH:24]=[CH:23][C:22]([CH2:25][CH2:26]O)=[CH:21][CH:20]=1.C1(P(C2C=CC=CC=2)C2C=CC=CC=2)C=CC=CC=1.C1(C)C=CC=CC=1.N(C(OCC)=O)=NC(OCC)=O.